From a dataset of Reaction yield outcomes from USPTO patents with 853,638 reactions. Predict the reaction yield, written as a fraction of the theoretical maximum amount of product (1.0 means a 100% yield; for example, 0.34 means a 34% yield). The reactants are Cl.[N:2]1([CH2:8][CH2:9][CH2:10][O:11][C:12]2[CH:13]=[C:14]3[CH:20]=[C:19]([C:21]([OH:23])=O)[NH:18][C:15]3=[N:16][CH:17]=2)[CH2:7][CH2:6][CH2:5][CH2:4][CH2:3]1.[NH:24]1[CH2:29][CH2:28][CH2:27][CH2:26][CH2:25]1. No catalyst specified. The product is [N:24]1([C:21]([C:19]2[NH:18][C:15]3=[N:16][CH:17]=[C:12]([O:11][CH2:10][CH2:9][CH2:8][N:2]4[CH2:3][CH2:4][CH2:5][CH2:6][CH2:7]4)[CH:13]=[C:14]3[CH:20]=2)=[O:23])[CH2:29][CH2:28][CH2:27][CH2:26][CH2:25]1. The yield is 0.750.